Dataset: Reaction yield outcomes from USPTO patents with 853,638 reactions. Task: Predict the reaction yield, written as a fraction of the theoretical maximum amount of product (1.0 means a 100% yield; for example, 0.34 means a 34% yield). (1) The reactants are [Br:1][C:2]1[C:3](=[O:12])[NH:4][N:5]([CH3:11])[C:6]=1[C:7]([F:10])([F:9])[F:8].F[B-](F)(F)F.[CH3:18][O+](C)C. The catalyst is C(Cl)Cl. The product is [Br:1][C:2]1[C:3](=[O:12])[N:4]([CH3:18])[N:5]([CH3:11])[C:6]=1[C:7]([F:9])([F:10])[F:8]. The yield is 0.910. (2) The reactants are C([O:4][C:5](=[O:55])[CH2:6][C@H:7]([OH:54])[C@H:8]([NH:12][C:13](=[O:53])[C@H:14]([NH:16][C:17](=[O:52])[C@H:18]([NH:22][C:23](=[O:51])[CH2:24][C@H:25]([OH:50])/[CH:26]=[CH:27]/[CH2:28][CH2:29][S:30][C:31]([C:44]1[CH:49]=[CH:48][CH:47]=[CH:46][CH:45]=1)([C:38]1[CH:43]=[CH:42][CH:41]=[CH:40][CH:39]=1)[C:32]1[CH:37]=[CH:36][CH:35]=[CH:34][CH:33]=1)[CH:19]([CH3:21])[CH3:20])[CH3:15])[CH:9]([CH3:11])[CH3:10])C=C.N1CCOCC1. The catalyst is CO.C1C=CC([P]([Pd]([P](C2C=CC=CC=2)(C2C=CC=CC=2)C2C=CC=CC=2)([P](C2C=CC=CC=2)(C2C=CC=CC=2)C2C=CC=CC=2)[P](C2C=CC=CC=2)(C2C=CC=CC=2)C2C=CC=CC=2)(C2C=CC=CC=2)C2C=CC=CC=2)=CC=1. The product is [OH:54][C@H:7]([C@H:8]([NH:12][C:13](=[O:53])[C@H:14]([NH:16][C:17](=[O:52])[C@H:18]([NH:22][C:23](=[O:51])[CH2:24][C@H:25]([OH:50])/[CH:26]=[CH:27]/[CH2:28][CH2:29][S:30][C:31]([C:38]1[CH:43]=[CH:42][CH:41]=[CH:40][CH:39]=1)([C:32]1[CH:37]=[CH:36][CH:35]=[CH:34][CH:33]=1)[C:44]1[CH:49]=[CH:48][CH:47]=[CH:46][CH:45]=1)[CH:19]([CH3:20])[CH3:21])[CH3:15])[CH:9]([CH3:11])[CH3:10])[CH2:6][C:5]([OH:55])=[O:4]. The yield is 1.00. (3) The reactants are [Cl:1][C:2]1[CH:7]=[CH:6][N:5]=[C:4]([N:8]2[CH2:19][CH2:18][N:17]3[C:10](=[CH:11][C:12]4[CH2:13][C:14]([CH3:21])([CH3:20])[CH2:15][C:16]=43)[C:9]2=[O:22])[C:3]=1[CH:23]=[O:24].CC(=CC)C.[O-:30]Cl=O.[Na+].O. The catalyst is ClCCl.C(O)(C)(C)C. The product is [Cl:1][C:2]1[CH:7]=[CH:6][N:5]=[C:4]([N:8]2[CH2:19][CH2:18][N:17]3[C:10](=[CH:11][C:12]4[CH2:13][C:14]([CH3:21])([CH3:20])[CH2:15][C:16]=43)[C:9]2=[O:22])[C:3]=1[C:23]([OH:30])=[O:24]. The yield is 0.600. (4) The reactants are Br[C:2]1[C:3]([F:14])=[CH:4][N:5]=[C:6]2[C:11]=1[N:10]=[C:9]([O:12][CH3:13])[CH:8]=[CH:7]2.C(=O)([O-])[O-].[K+].[K+].CO[CH2:23][CH2:24]OC. The catalyst is O. The product is [CH:23]([C:2]1[C:3]([F:14])=[CH:4][N:5]=[C:6]2[C:11]=1[N:10]=[C:9]([O:12][CH3:13])[CH:8]=[CH:7]2)=[CH2:24]. The yield is 0.900.